Dataset: Full USPTO retrosynthesis dataset with 1.9M reactions from patents (1976-2016). Task: Predict the reactants needed to synthesize the given product. (1) Given the product [CH3:1][CH2:2][O:3][C:4]([C:6]1[N:23]([C:24]([O:26][C:27]([CH3:28])([CH3:30])[CH3:29])=[O:25])[C:9]2=[N:10][CH:11]=[C:12]([OH:14])[CH:13]=[C:8]2[CH:7]=1)=[O:5], predict the reactants needed to synthesize it. The reactants are: [CH3:1][CH2:2][O:3][C:4]([C:6]1[N:23]([C:24]([O:26][C:27]([CH3:30])([CH3:29])[CH3:28])=[O:25])[C:9]2=[N:10][CH:11]=[C:12]([O:14]C(=O)C3C=CC=CC=3)[CH:13]=[C:8]2[CH:7]=1)=[O:5].C(=O)([O-])[O-].[K+].[K+].C(OCC)(=O)C. (2) Given the product [CH3:1][O:2][C:3]1[CH:4]=[CH:5][C:6]([CH2:7][NH:8][C:9]2[C:18]3[C:13](=[CH:14][CH:15]=[C:16]([C:19]([OH:21])=[O:20])[CH:17]=3)[CH:12]=[CH:11][N:10]=2)=[CH:24][CH:25]=1, predict the reactants needed to synthesize it. The reactants are: [CH3:1][O:2][C:3]1[CH:25]=[CH:24][C:6]([CH2:7][NH:8][C:9]2[C:18]3[C:13](=[CH:14][CH:15]=[C:16]([C:19]([O:21]CC)=[O:20])[CH:17]=3)[CH:12]=[CH:11][N:10]=2)=[CH:5][CH:4]=1.[OH-].[Na+]. (3) Given the product [C:1]([O:5][C:6]([NH:8][CH:9]([C:13]1[CH:18]=[CH:17][C:16]([O:19][CH3:20])=[CH:15][CH:14]=1)[C:10]([O:12][C@@H:48]1[CH:49]2[CH2:52][CH2:53][N:46]([CH2:51][CH2:50]2)[CH2:47]1)=[O:11])=[O:7])([CH3:4])([CH3:3])[CH3:2], predict the reactants needed to synthesize it. The reactants are: [C:1]([O:5][C:6]([NH:8][CH:9]([C:13]1[CH:18]=[CH:17][C:16]([O:19][CH3:20])=[CH:15][CH:14]=1)[C:10]([OH:12])=[O:11])=[O:7])([CH3:4])([CH3:3])[CH3:2].C(=NC1CCCCC1)=NC1CCCCC1.N1(O)C2C=CC=CC=2N=N1.[N:46]12[CH2:53][CH2:52][CH:49]([CH2:50][CH2:51]1)[C@@H:48](O)[CH2:47]2.